From a dataset of Forward reaction prediction with 1.9M reactions from USPTO patents (1976-2016). Predict the product of the given reaction. (1) Given the reactants Br[C:2]1[CH:7]=[CH:6][C:5]([O:8][CH3:9])=[CH:4][CH:3]=1.[Li]CCCC.CCCCCC.[CH2:21]([O:28][C@@H:29]1[C@@H:35]([O:36][CH2:37][C:38]2[CH:43]=[CH:42][CH:41]=[CH:40][CH:39]=2)[C@H:34]([O:44][CH2:45][C:46]2[CH:51]=[CH:50][CH:49]=[CH:48][CH:47]=2)[C@@H:33]([CH2:52][O:53][CH2:54][C:55]2[CH:60]=[CH:59][CH:58]=[CH:57][CH:56]=2)[S:32][C:30]1([C:61]1[CH:66]=[C:65]([CH:67]=[O:68])[C:64]([CH3:69])=[CH:63][C:62]=1[O:70][CH2:71][C:72]1[CH:77]=[CH:76][CH:75]=[CH:74][CH:73]=1)[OH:31])[C:22]1[CH:27]=[CH:26][CH:25]=[CH:24][CH:23]=1, predict the reaction product. The product is: [CH2:21]([O:28][C@@H:29]1[C@@H:35]([O:36][CH2:37][C:38]2[CH:39]=[CH:40][CH:41]=[CH:42][CH:43]=2)[C@H:34]([O:44][CH2:45][C:46]2[CH:51]=[CH:50][CH:49]=[CH:48][CH:47]=2)[C@@H:33]([CH2:52][O:53][CH2:54][C:55]2[CH:56]=[CH:57][CH:58]=[CH:59][CH:60]=2)[S:32][C:30]1([C:61]1[CH:66]=[C:65]([CH:67]([C:2]2[CH:7]=[CH:6][C:5]([O:8][CH3:9])=[CH:4][CH:3]=2)[OH:68])[C:64]([CH3:69])=[CH:63][C:62]=1[O:70][CH2:71][C:72]1[CH:73]=[CH:74][CH:75]=[CH:76][CH:77]=1)[OH:31])[C:22]1[CH:27]=[CH:26][CH:25]=[CH:24][CH:23]=1. (2) Given the reactants CON(C)[C:4]([C@@H:6]1[CH2:11][CH2:10][CH2:9][N:8]([C:12]([O:14][C:15]([CH3:18])([CH3:17])[CH3:16])=[O:13])[CH2:7]1)=[O:5].[O:20]([C:27]1[CH:32]=[CH:31][CH:30]=[CH:29][C:28]=1[Li])[C:21]1[CH:26]=[CH:25][CH:24]=[CH:23][CH:22]=1, predict the reaction product. The product is: [C:15]([O:14][C:12]([N:8]1[CH2:9][CH2:10][CH2:11][C@@H:6]([C:4](=[O:5])[C:22]2[CH:23]=[CH:24][CH:25]=[CH:26][C:21]=2[O:20][C:27]2[CH:28]=[CH:29][CH:30]=[CH:31][CH:32]=2)[CH2:7]1)=[O:13])([CH3:16])([CH3:17])[CH3:18]. (3) Given the reactants [C:1]([O:5][C:6]([NH:8][C@:9]1([C:14]([O:16]CC)=[O:15])[CH2:11][C@H:10]1[CH:12]=[CH2:13])=[O:7])([CH3:4])([CH3:3])[CH3:2].O.[OH-].[Li+].[OH-].[Li+].Cl, predict the reaction product. The product is: [C:1]([O:5][C:6]([NH:8][C@:9]1([C:14]([OH:16])=[O:15])[CH2:11][C@H:10]1[CH:12]=[CH2:13])=[O:7])([CH3:4])([CH3:2])[CH3:3].